Task: Predict the product of the given reaction.. Dataset: Forward reaction prediction with 1.9M reactions from USPTO patents (1976-2016) (1) The product is: [F:13][C:14]1[CH:20]=[CH:19][C:17]([NH:18][C:37](=[O:38])[CH2:36][C:31]2[NH:32][C:33](=[O:35])[CH:34]=[C:29]([N:25]3[CH2:26][CH2:27][O:28][CH:23]([CH3:22])[CH2:24]3)[N:30]=2)=[CH:16][CH:15]=1. Given the reactants Cl.CN(C)CCCN=C=NCC.[F:13][C:14]1[CH:20]=[CH:19][C:17]([NH2:18])=[CH:16][CH:15]=1.[Na].[CH3:22][CH:23]1[O:28][CH2:27][CH2:26][N:25]([C:29]2[N:30]=[C:31]([CH2:36][C:37](O)=[O:38])[NH:32][C:33](=[O:35])[CH:34]=2)[CH2:24]1, predict the reaction product. (2) The product is: [Cl:1][C:2]1[CH:23]=[CH:22][C:5]([O:6][CH2:7][CH2:8][NH:9][C:10](=[O:21])[CH2:11][CH2:12][C:13]2[CH:18]=[CH:17][CH:16]=[CH:15][C:14]=2[OH:19])=[CH:4][CH:3]=1. Given the reactants [Cl:1][C:2]1[CH:23]=[CH:22][C:5]([O:6][CH2:7][CH2:8][NH:9][C:10](=[O:21])[CH2:11][CH2:12][C:13]2[CH:18]=[CH:17][CH:16]=[CH:15][C:14]=2[O:19]C)=[CH:4][CH:3]=1.B(Br)(Br)Br.C(Cl)Cl.O, predict the reaction product. (3) Given the reactants [C:1]([C:5]1[CH:10]=[CH:9][C:8]([C:11]2[N:15]([CH3:16])[N:14]=[C:13]([C:17]([C:32]3[CH:37]=[CH:36][CH:35]=[CH:34][CH:33]=3)=[N:18][NH:19][C:20]([C:22]3[CH:31]=[CH:30][C:25]([C:26]([O:28]C)=[O:27])=[CH:24][CH:23]=3)=[O:21])[C:12]=2[OH:38])=[CH:7][CH:6]=1)([CH3:4])([CH3:3])[CH3:2].CO.[OH-].[Na+].Cl, predict the reaction product. The product is: [C:1]([C:5]1[CH:6]=[CH:7][C:8]([C:11]2[N:15]([CH3:16])[N:14]=[C:13]([C:17]([C:32]3[CH:33]=[CH:34][CH:35]=[CH:36][CH:37]=3)=[N:18][NH:19][C:20]([C:22]3[CH:23]=[CH:24][C:25]([C:26]([OH:28])=[O:27])=[CH:30][CH:31]=3)=[O:21])[C:12]=2[OH:38])=[CH:9][CH:10]=1)([CH3:4])([CH3:2])[CH3:3]. (4) Given the reactants C(OC(=O)[NH:7][C@@H:8]([C:11]1[CH:16]=[CH:15][C:14]([Cl:17])=[C:13]([C:18](=[O:29])[C:19]2[CH:24]=[CH:23][C:22]([O:25][CH3:26])=[C:21]([C:27]#[N:28])[CH:20]=2)[C:12]=1[F:30])[CH2:9][CH3:10])(C)(C)C.Cl.O1CCOCC1, predict the reaction product. The product is: [NH2:7][C@@H:8]([C:11]1[C:12]([F:30])=[C:13]([C:14]([Cl:17])=[CH:15][CH:16]=1)[C:18]([C:19]1[CH:24]=[CH:23][C:22]([O:25][CH3:26])=[C:21]([CH:20]=1)[C:27]#[N:28])=[O:29])[CH2:9][CH3:10]. (5) The product is: [CH3:17][O:18][C:19](=[O:35])[C:20]([CH3:22])([O:23][C:24]1[CH:29]=[CH:28][C:27]([O:30][CH2:31][CH2:32][NH:14][C:11]2[S:12][CH:13]=[C:9]([C:6]3[CH:5]=[CH:4][C:3]([C:2]([F:1])([F:15])[F:16])=[CH:8][CH:7]=3)[N:10]=2)=[CH:26][C:25]=1[CH3:34])[CH3:21]. Given the reactants [F:1][C:2]([F:16])([F:15])[C:3]1[CH:8]=[CH:7][C:6]([C:9]2[N:10]=[C:11]([NH2:14])[S:12][CH:13]=2)=[CH:5][CH:4]=1.[CH3:17][O:18][C:19](=[O:35])[C:20]([O:23][C:24]1[CH:29]=[CH:28][C:27]([O:30][CH2:31][CH2:32]Br)=[CH:26][C:25]=1[CH3:34])([CH3:22])[CH3:21].C(=O)([O-])[O-].[K+].[K+], predict the reaction product. (6) Given the reactants [OH:1][CH2:2][C:3]1[CH:4]=[C:5]([OH:11])[CH:6]=[C:7]([CH2:9][OH:10])[CH:8]=1.Br[CH2:13][CH2:14][CH2:15][N:16]1[C:20](=[O:21])[C:19]2=[CH:22][CH:23]=[CH:24][CH:25]=[C:18]2[C:17]1=[O:26].C(=O)([O-])[O-].[K+].[K+], predict the reaction product. The product is: [C:17]1(=[O:26])[N:16]([CH2:15][CH2:14][CH2:13][O:11][C:5]2[CH:4]=[C:3]([CH2:2][OH:1])[CH:8]=[C:7]([CH2:9][OH:10])[CH:6]=2)[C:20](=[O:21])[C:19]2=[CH:22][CH:23]=[CH:24][CH:25]=[C:18]12. (7) Given the reactants [CH2:1]([O:8][C:9]([N:11]([CH2:14][C:15]1[CH:20]=[C:19]([S:21]([CH3:24])(=[O:23])=[O:22])[CH:18]=[CH:17][C:16]=1OS(C(F)(F)F)(=O)=O)[CH2:12][CH3:13])=[O:10])[C:2]1[CH:7]=[CH:6][CH:5]=[CH:4][CH:3]=1.[CH2:33]([O:35][C:36](=[O:55])[CH2:37][C:38]1[CH:43]=[CH:42][C:41]([O:44][CH3:45])=[C:40](B2OC(C)(C)C(C)(C)O2)[CH:39]=1)[CH3:34].C(=O)([O-])[O-].[Cs+].[Cs+], predict the reaction product. The product is: [CH2:33]([O:35][C:36](=[O:55])[CH2:37][C:38]1[CH:39]=[C:40]([C:16]2[CH:17]=[CH:18][C:19]([S:21]([CH3:24])(=[O:23])=[O:22])=[CH:20][C:15]=2[CH2:14][N:11]([C:9]([O:8][CH2:1][C:2]2[CH:7]=[CH:6][CH:5]=[CH:4][CH:3]=2)=[O:10])[CH2:12][CH3:13])[C:41]([O:44][CH3:45])=[CH:42][CH:43]=1)[CH3:34]. (8) Given the reactants Br[C:2]1[CH:7]=[CH:6][C:5]([C:8]2[O:12][N:11]=[C:10]([CH3:13])[C:9]=2[NH:14][C:15](=[O:24])[CH2:16][CH2:17][C:18]2[CH:23]=[CH:22][CH:21]=[CH:20][CH:19]=2)=[CH:4][CH:3]=1.[C:25]([C:28]1[CH:29]=[C:30](B(O)O)[CH:31]=[CH:32][CH:33]=1)([OH:27])=[O:26].C(=O)([O-])[O-].[K+].[K+].COCCOC, predict the reaction product. The product is: [CH3:13][C:10]1[C:9]([NH:14][C:15](=[O:24])[CH2:16][CH2:17][C:18]2[CH:23]=[CH:22][CH:21]=[CH:20][CH:19]=2)=[C:8]([C:5]2[CH:6]=[CH:7][C:2]([C:32]3[CH:31]=[CH:30][CH:29]=[C:28]([C:25]([OH:27])=[O:26])[CH:33]=3)=[CH:3][CH:4]=2)[O:12][N:11]=1. (9) Given the reactants Br[C:2]1[CH:7]=[CH:6][C:5]([C:8]2[C:31](=[O:32])[N:30]([CH2:33][CH3:34])[C:11]3[N:12]=[C:13]([NH:16][C:17]4[CH:22]=[CH:21][C:20]([N:23]5[CH2:28][CH2:27][N:26]([CH3:29])[CH2:25][CH2:24]5)=[CH:19][CH:18]=4)[N:14]=[CH:15][C:10]=3[CH:9]=2)=[C:4]([Cl:35])[CH:3]=1.[CH3:36][C:37]1[S:41][C:40]([Sn](CCCC)(CCCC)CCCC)=[N:39][CH:38]=1, predict the reaction product. The product is: [Cl:35][C:4]1[CH:3]=[C:2]([C:40]2[S:41][C:37]([CH3:36])=[CH:38][N:39]=2)[CH:7]=[CH:6][C:5]=1[C:8]1[C:31](=[O:32])[N:30]([CH2:33][CH3:34])[C:11]2[N:12]=[C:13]([NH:16][C:17]3[CH:22]=[CH:21][C:20]([N:23]4[CH2:28][CH2:27][N:26]([CH3:29])[CH2:25][CH2:24]4)=[CH:19][CH:18]=3)[N:14]=[CH:15][C:10]=2[CH:9]=1.